Predict the reactants needed to synthesize the given product. From a dataset of Full USPTO retrosynthesis dataset with 1.9M reactions from patents (1976-2016). (1) Given the product [CH3:1][C@@H:2]1[NH:3][CH2:4][CH2:5][N:6]([C:9]2[CH:14]=[CH:13][CH:12]=[CH:11][N:10]=2)[CH2:7]1, predict the reactants needed to synthesize it. The reactants are: [CH3:1][C@H:2]1[CH2:7][NH:6][CH2:5][CH2:4][NH:3]1.Br[C:9]1[CH:14]=[CH:13][CH:12]=[CH:11][N:10]=1. (2) The reactants are: [Cl:1][C:2]1[N:7]=[C:6]([NH2:8])[C:5]([CH3:9])=[CH:4][N:3]=1.Br[C:11]1[CH:12]=[C:13]([S:17]([NH:20][C:21]([CH3:24])([CH3:23])[CH3:22])(=[O:19])=[O:18])[CH:14]=[CH:15][CH:16]=1.CC1(C)C2C(=C(P(C3C=CC=CC=3)C3C=CC=CC=3)C=CC=2)OC2C(P(C3C=CC=CC=3)C3C=CC=CC=3)=CC=CC1=2.C(=O)([O-])[O-].[Cs+].[Cs+]. Given the product [C:21]([NH:20][S:17]([C:13]1[CH:14]=[CH:15][CH:16]=[C:11]([NH:8][C:6]2[C:5]([CH3:9])=[CH:4][N:3]=[C:2]([Cl:1])[N:7]=2)[CH:12]=1)(=[O:19])=[O:18])([CH3:24])([CH3:22])[CH3:23], predict the reactants needed to synthesize it. (3) Given the product [C:10]1([C:9]2[NH:1][C:2]3[C:7]([CH:8]=2)=[CH:6][CH:5]=[CH:4][N:3]=3)[CH:15]=[CH:14][CH:13]=[CH:12][CH:11]=1.[C:9]([NH:1][C:2]1[C:7]([CH3:8])=[CH:6][CH:5]=[CH:4][N:3]=1)(=[O:16])[C:10]1[CH:15]=[CH:14][CH:13]=[CH:12][CH:11]=1, predict the reactants needed to synthesize it. The reactants are: [NH2:1][C:2]1[C:7]([CH3:8])=[CH:6][CH:5]=[CH:4][N:3]=1.[C:9](Cl)(=[O:16])[C:10]1[CH:15]=[CH:14][CH:13]=[CH:12][CH:11]=1.N1C=CC=CC=1. (4) Given the product [CH2:30]([CH:32]1[CH2:37][CH2:36][CH:35]([N:8]2[CH2:11][CH:10]([NH:12][C:13](=[O:29])[CH2:14][NH:15][C:16]3[C:20]4[CH:21]=[C:22]([C:25]([F:27])([F:26])[F:28])[CH:23]=[CH:24][C:19]=4[O:18][N:17]=3)[CH2:9]2)[CH2:34][CH2:33]1)[CH3:31], predict the reactants needed to synthesize it. The reactants are: OC(C(F)(F)F)=O.[NH:8]1[CH2:11][CH:10]([NH:12][C:13](=[O:29])[CH2:14][NH:15][C:16]2[C:20]3[CH:21]=[C:22]([C:25]([F:28])([F:27])[F:26])[CH:23]=[CH:24][C:19]=3[O:18][N:17]=2)[CH2:9]1.[CH2:30]([CH:32]1[CH2:37][CH2:36][C:35](=O)[CH2:34][CH2:33]1)[CH3:31]. (5) Given the product [CH2:7]([CH:6]([CH2:17][CH2:18][CH2:19]/[CH:20]=[CH:21]\[CH2:22][CH2:23][CH2:24][CH2:25][CH3:26])[C:27]#[N:28])[CH2:8][CH2:9]/[CH:10]=[CH:11]\[CH2:12][CH2:13][CH2:14][CH2:15][CH3:16], predict the reactants needed to synthesize it. The reactants are: CS(O[CH:6]([CH2:17][CH2:18][CH2:19]/[CH:20]=[CH:21]\[CH2:22][CH2:23][CH2:24][CH2:25][CH3:26])[CH2:7][CH2:8][CH2:9]/[CH:10]=[CH:11]\[CH2:12][CH2:13][CH2:14][CH2:15][CH3:16])(=O)=O.[C-:27]#[N:28].[Na+].O.